From a dataset of Full USPTO retrosynthesis dataset with 1.9M reactions from patents (1976-2016). Predict the reactants needed to synthesize the given product. (1) Given the product [Cl:1][C:2]1[N:10]=[C:9]2[C:5]([N:6]=[CH:7][NH:8]2)=[C:4]([N:12]2[CH2:22][CH2:21][CH2:20][CH:14]([C:15]([O:17][CH2:18][CH3:19])=[O:16])[CH2:13]2)[N:3]=1, predict the reactants needed to synthesize it. The reactants are: [Cl:1][C:2]1[N:10]=[C:9]2[C:5]([NH:6][CH:7]=[N:8]2)=[C:4](Cl)[N:3]=1.[NH:12]1[CH2:22][CH2:21][CH2:20][CH:14]([C:15]([O:17][CH2:18][CH3:19])=[O:16])[CH2:13]1.CCN(C(C)C)C(C)C. (2) Given the product [F:1][C:2]1[CH:3]=[CH:4][C:5]([O:6][CH2:7][C:8]2[N:9]=[CH:10][C:11]([CH2:14][C:15]3[CH:25]=[C:24]([C:26]4[C:27]([NH2:32])=[N:28][CH:29]=[CH:30][CH:31]=4)[O:18][N:16]=3)=[CH:12][CH:13]=2)=[CH:19][CH:20]=1, predict the reactants needed to synthesize it. The reactants are: [F:1][C:2]1[CH:20]=[CH:19][C:5]([O:6][CH2:7][C:8]2[CH:13]=[CH:12][C:11]([CH2:14][CH2:15][N+:16]([O-:18])=O)=[CH:10][N:9]=2)=[CH:4][CH:3]=1.C[O-].[Li+].[C:24]([C:26]1[C:27]([NH2:32])=[N:28][CH:29]=[CH:30][CH:31]=1)#[CH:25].C(N(CC)CC)C. (3) Given the product [CH3:56][O:57][CH2:58][CH2:59][CH2:60][NH:61][C:30]([C:26]1[C:25]([CH3:33])=[C:24](/[CH:23]=[C:16]2\[C:17](=[O:22])[NH:18][C:19]3[C:15]\2=[CH:14][C:13]([S:10]([CH2:9][C:3]2[C:2]([Cl:1])=[CH:7][CH:6]=[CH:5][C:4]=2[Cl:8])(=[O:12])=[O:11])=[CH:21][CH:20]=3)[NH:28][C:27]=1[CH3:29])=[O:32], predict the reactants needed to synthesize it. The reactants are: [Cl:1][C:2]1[CH:7]=[CH:6][CH:5]=[C:4]([Cl:8])[C:3]=1[CH2:9][S:10]([C:13]1[CH:14]=[C:15]2[C:19](=[CH:20][CH:21]=1)[NH:18][C:17](=[O:22])/[C:16]/2=[CH:23]\[C:24]1[NH:28][C:27]([CH3:29])=[C:26]([C:30]([OH:32])=O)[C:25]=1[CH3:33])(=[O:12])=[O:11].C1C=CC2N(O)N=NC=2C=1.CCN=C=NCCCN(C)C.Cl.[CH3:56][O:57][CH2:58][CH2:59][CH2:60][NH2:61]. (4) The reactants are: [C:1]([O:5][C:6]([NH:8][C@H:9]([C:22]([O:24]C(C)(C)C)=[O:23])[CH2:10]/[CH:11]=[C:12](/[CH2:18][CH2:19][CH2:20][F:21])\[C:13]([O:15]CC)=[O:14])=[O:7])([CH3:4])([CH3:3])[CH3:2].[OH-].[Li+].Cl. Given the product [C:1]([O:5][C:6]([NH:8][C@H:9]([C:22]([OH:24])=[O:23])[CH2:10]/[CH:11]=[C:12](/[CH2:18][CH2:19][CH2:20][F:21])\[C:13]([OH:15])=[O:14])=[O:7])([CH3:4])([CH3:2])[CH3:3], predict the reactants needed to synthesize it. (5) Given the product [CH3:12][O:11][CH2:10][C:9]1[CH:8]=[CH:7][C:6]2[N:13]=[C:17]([SH:18])[O:16][C:5]=2[C:4]=1[CH2:3][O:2][CH3:1], predict the reactants needed to synthesize it. The reactants are: [CH3:1][O:2][CH2:3][C:4]1[C:9]([CH2:10][O:11][CH3:12])=[CH:8][CH:7]=[C:6]([N+:13]([O-])=O)[C:5]=1[OH:16].[C:17](=S)(OCC)[S-:18].[K+].